Dataset: Full USPTO retrosynthesis dataset with 1.9M reactions from patents (1976-2016). Task: Predict the reactants needed to synthesize the given product. (1) Given the product [NH2:33][C:28]1[CH:29]=[CH:30][CH:31]=[CH:32][C:27]=1[NH:26][C:24]([C:23]1[CH:41]=[CH:42][C:20]([C:9]([CH3:10])([C:8]([NH:1][C:2]2[CH:3]=[CH:4][CH:5]=[CH:6][CH:7]=2)=[O:43])[C:11]([NH:13][C:14]2[CH:19]=[CH:18][CH:17]=[CH:16][CH:15]=2)=[O:12])=[CH:21][CH:22]=1)=[O:25], predict the reactants needed to synthesize it. The reactants are: [NH:1]([C:8](=[O:43])[C:9]([C:20]1[CH:42]=[CH:41][C:23]([C:24]([NH:26][C:27]2[CH:32]=[CH:31][CH:30]=[CH:29][C:28]=2[NH:33]C(=O)OC(C)(C)C)=[O:25])=[CH:22][CH:21]=1)([C:11]([NH:13][C:14]1[CH:19]=[CH:18][CH:17]=[CH:16][CH:15]=1)=[O:12])[CH3:10])[C:2]1[CH:7]=[CH:6][CH:5]=[CH:4][CH:3]=1.FC(F)(F)C(O)=O. (2) Given the product [CH2:23]1[C:24]2([CH2:29][CH2:28][N:27]([C:10]([NH:9][C@@H:4]([CH2:3][C:2]([F:19])([F:1])[CH2:12][C:13]3[CH:14]=[CH:15][CH:16]=[CH:17][CH:18]=3)[C:5]([O:7][CH3:8])=[O:6])=[O:11])[CH2:26][CH2:25]2)[CH2:20][CH2:21][CH2:22]1, predict the reactants needed to synthesize it. The reactants are: [F:1][C:2]([F:19])([CH2:12][C:13]1[CH:18]=[CH:17][CH:16]=[CH:15][CH:14]=1)[CH2:3][C@H:4]([N:9]=[C:10]=[O:11])[C:5]([O:7][CH3:8])=[O:6].[CH2:20]1[C:24]2([CH2:29][CH2:28][NH:27][CH2:26][CH2:25]2)[CH2:23][CH2:22][CH2:21]1.CCN(C(C)C)C(C)C. (3) Given the product [CH:1]1([C:1]2[CH:6]=[CH:5][CH:4]=[CH:3][CH:2]=2)[CH2:6][CH2:5][CH2:4][CH2:3][CH2:2]1, predict the reactants needed to synthesize it. The reactants are: [CH:1]1[CH:6]=[CH:5][CH:4]=[CH:3][CH:2]=1. (4) Given the product [CH2:1]([N:8]1[CH2:9][CH2:10][C:11]2([N:17]3[N:18]=[C:19]([C:23]4[CH:24]=[CH:25][C:26]([O:29][C:30]5[CH:35]=[CH:34][CH:33]=[CH:32][CH:31]=5)=[CH:27][CH:28]=4)[C:20]([C:21]([NH2:22])=[O:40])=[C:16]3[NH:15][CH2:14]2)[CH2:12][CH2:13]1)[C:2]1[CH:3]=[CH:4][CH:5]=[CH:6][CH:7]=1, predict the reactants needed to synthesize it. The reactants are: [CH2:1]([N:8]1[CH2:13][CH2:12][C:11]2([N:17]3[N:18]=[C:19]([C:23]4[CH:28]=[CH:27][C:26]([O:29][C:30]5[CH:35]=[CH:34][CH:33]=[CH:32][CH:31]=5)=[CH:25][CH:24]=4)[C:20]([C:21]#[N:22])=[C:16]3[NH:15][CH2:14]2)[CH2:10][CH2:9]1)[C:2]1[CH:7]=[CH:6][CH:5]=[CH:4][CH:3]=1.ClCCC(NC1C=C(C2N3N=C(C4C=CC(OC5C=CC=CC=5)=CC=4)C(C(N)=O)=C3NCC2)C=CC=1)=[O:40]. (5) Given the product [C:42]1([CH:37]([CH:34]2[CH2:35][CH2:36][N:31]([C:28]3[CH:27]=[CH:26][C:25]([NH:24][C:19]([C:14]4[CH:15]=[CH:16][CH:17]=[CH:18][C:13]=4[C:10]4[CH:11]=[CH:12][C:7]([C:6]([F:5])([F:22])[F:23])=[CH:8][CH:9]=4)=[O:20])=[CH:30][CH:29]=3)[CH2:32][CH2:33]2)[C:38]([O:40][CH3:41])=[O:39])[CH:43]=[CH:44][CH:45]=[CH:46][CH:47]=1, predict the reactants needed to synthesize it. The reactants are: S(Cl)(Cl)=O.[F:5][C:6]([F:23])([F:22])[C:7]1[CH:12]=[CH:11][C:10]([C:13]2[C:14]([C:19](O)=[O:20])=[CH:15][CH:16]=[CH:17][CH:18]=2)=[CH:9][CH:8]=1.[NH2:24][C:25]1[CH:30]=[CH:29][C:28]([N:31]2[CH2:36][CH2:35][CH:34]([CH:37]([C:42]3[CH:47]=[CH:46][CH:45]=[CH:44][CH:43]=3)[C:38]([O:40][CH3:41])=[O:39])[CH2:33][CH2:32]2)=[CH:27][CH:26]=1.CCN(C(C)C)C(C)C. (6) The reactants are: [C:1]([O:8][CH2:9][CH3:10])(=[O:7])[C:2]([O:4]CC)=O.[CH2:11]([C:13]1([Mg]Br)[CH:18]=[C:17]([CH2:19][CH3:20])[CH:16]=[C:15]([CH2:21][CH3:22])[CH2:14]1)[CH3:12].S(=O)(=O)(O)O. Given the product [CH2:19]([C:17]1([C:2](=[O:4])[C:1]([O:8][CH2:9][CH3:10])=[O:7])[CH:18]=[C:13]([CH2:11][CH3:12])[CH:14]=[C:15]([CH2:21][CH3:22])[CH2:16]1)[CH3:20], predict the reactants needed to synthesize it. (7) Given the product [Br:13][C:14]1[CH:19]=[CH:18][C:17]([C:2]2[CH:12]=[CH:11][C:5]([C:6]([O:8][CH2:9][CH3:10])=[O:7])=[CH:4][CH:3]=2)=[CH:16][CH:15]=1, predict the reactants needed to synthesize it. The reactants are: Br[C:2]1[CH:12]=[CH:11][C:5]([C:6]([O:8][CH2:9][CH3:10])=[O:7])=[CH:4][CH:3]=1.[Br:13][C:14]1[CH:19]=[CH:18][C:17](OB(O)O)=[CH:16][CH:15]=1.